This data is from Forward reaction prediction with 1.9M reactions from USPTO patents (1976-2016). The task is: Predict the product of the given reaction. (1) Given the reactants [Br:1][C:2]1[CH:8]=[CH:7][C:5]([NH2:6])=[CH:4][C:3]=1[F:9].C1COCC1.C(=O)(O)[O-].[Na+].Cl[C:21]([O:23][CH2:24][C:25]1[CH:30]=[CH:29][CH:28]=[CH:27][CH:26]=1)=[O:22], predict the reaction product. The product is: [Br:1][C:2]1[CH:8]=[CH:7][C:5]([NH:6][C:21](=[O:22])[O:23][CH2:24][C:25]2[CH:30]=[CH:29][CH:28]=[CH:27][CH:26]=2)=[CH:4][C:3]=1[F:9]. (2) The product is: [C:12]([N:5]1[C:6]2[C:11](=[CH:10][CH:9]=[CH:8][CH:7]=2)[C@H:2]([NH:1][C:20]2[CH:27]=[CH:26][C:23]([C:24]#[N:25])=[CH:22][N:21]=2)[C@@H:3]([CH3:18])[C@@H:4]1[CH:15]1[CH2:17][CH2:16]1)(=[O:14])[CH3:13]. Given the reactants [NH2:1][C@H:2]1[C:11]2[C:6](=[CH:7][CH:8]=[CH:9][CH:10]=2)[N:5]([C:12](=[O:14])[CH3:13])[C@@H:4]([CH:15]2[CH2:17][CH2:16]2)[C@@H:3]1[CH3:18].Cl[C:20]1[CH:27]=[CH:26][C:23]([C:24]#[N:25])=[CH:22][N:21]=1.CCN(C(C)C)C(C)C, predict the reaction product. (3) Given the reactants Br[C:2]1[CH:7]=[C:6]([C:8]([F:11])([F:10])[F:9])[N:5]=[C:4]([Cl:12])[C:3]=1[NH2:13].[F-].[Cs+].[CH2:16]([NH2:23])[C:17]1[CH:22]=[CH:21][CH:20]=[CH:19][CH:18]=1.O, predict the reaction product. The product is: [CH2:16]([NH:23][C:2]1[CH:7]=[C:6]([C:8]([F:11])([F:10])[F:9])[N:5]=[C:4]([Cl:12])[C:3]=1[NH2:13])[C:17]1[CH:22]=[CH:21][CH:20]=[CH:19][CH:18]=1. (4) Given the reactants [CH:1]([C:4]1[C:9]([O:10][CH3:11])=[CH:8][CH:7]=[C:6]([CH:12]([CH3:14])[CH3:13])[C:5]=1[NH:15][C:16](=[O:28])[CH2:17][N:18]1[CH2:23][CH2:22][N:21]([CH2:24][CH2:25][CH2:26]O)[CH2:20][CH2:19]1)([CH3:3])[CH3:2].C(N(CC)CC)C.CS(Cl)(=O)=O.[Cl:41][C:42]1[CH:43]=[C:44]([CH:53]([CH3:55])[CH3:54])[C:45]2[O:49][C:48]([SH:50])=[N:47][C:46]=2[C:51]=1[CH3:52].C(=O)([O-])[O-].[K+].[K+].C1OCCOCCOCCOCCOCCOC1, predict the reaction product. The product is: [Cl:41][C:42]1[CH:43]=[C:44]([CH:53]([CH3:55])[CH3:54])[C:45]2[O:49][C:48]([S:50][CH2:26][CH2:25][CH2:24][N:21]3[CH2:20][CH2:19][N:18]([CH2:17][C:16]([NH:15][C:5]4[C:6]([CH:12]([CH3:13])[CH3:14])=[CH:7][CH:8]=[C:9]([O:10][CH3:11])[C:4]=4[CH:1]([CH3:2])[CH3:3])=[O:28])[CH2:23][CH2:22]3)=[N:47][C:46]=2[C:51]=1[CH3:52]. (5) Given the reactants N12CCCN=C1CCCCC2.Cl.[NH2:13][CH2:14][C:15]1[CH:23]=[CH:22][CH:21]=[C:20]2[C:16]=1[C:17](=[O:33])[N:18]([CH:25]1[CH2:30][CH2:29][C:28](=[O:31])[NH:27][C:26]1=[O:32])[C:19]2=[O:24].O=C1CCC(=O)N1[O:41][C:42](=O)[NH:43][C:44]1[CH:49]=[CH:48][CH:47]=[CH:46][N:45]=1, predict the reaction product. The product is: [O:32]=[C:26]1[CH:25]([N:18]2[C:17](=[O:33])[C:16]3[C:20](=[CH:21][CH:22]=[CH:23][C:15]=3[CH2:14][NH:13][C:42]([NH:43][C:44]3[CH:49]=[CH:48][CH:47]=[CH:46][N:45]=3)=[O:41])[C:19]2=[O:24])[CH2:30][CH2:29][C:28](=[O:31])[NH:27]1. (6) Given the reactants C(N(CC)CC)C.[Cl:8][C:9]1[CH:10]=[C:11]2[C:16](=[CH:17][CH:18]=1)[NH:15][C:14]1[CH2:19][CH2:20][CH2:21][CH2:22][CH2:23][C:13]=1[C:12]2=[O:24].[S:25](O[S:25]([C:28]([F:31])([F:30])[F:29])(=[O:27])=[O:26])([C:28]([F:31])([F:30])[F:29])(=[O:27])=[O:26], predict the reaction product. The product is: [F:29][C:28]([F:31])([F:30])[S:25]([O:24][C:12]1[C:11]2[C:16](=[CH:17][CH:18]=[C:9]([Cl:8])[CH:10]=2)[N:15]=[C:14]2[CH2:19][CH2:20][CH2:21][CH2:22][CH2:23][C:13]=12)(=[O:27])=[O:26]. (7) Given the reactants [S].[H-].[Na+].C([N-][CH:8]([CH3:10])[CH3:9])(C)C.[Li+].C=[C:13]([P:20](=[O:59])([O:40][CH2:41][CH2:42][CH2:43][CH2:44][CH2:45][CH2:46][CH2:47][CH2:48][CH2:49][CH2:50][CH2:51][CH2:52][CH2:53][CH2:54][CH2:55][CH2:56][CH2:57][CH3:58])[O:21][CH2:22][CH2:23][CH2:24][CH2:25][CH2:26][CH2:27][CH2:28][CH2:29][CH2:30][CH2:31][CH2:32][CH2:33][CH2:34][CH2:35][CH2:36][CH2:37][CH2:38][CH3:39])[CH2:14][CH2:15][CH2:16][CH2:17][CH2:18][CH3:19], predict the reaction product. The product is: [CH2:13]([P:20](=[O:59])([O:21][CH2:22][CH2:23][CH2:24][CH2:25][CH2:26][CH2:27][CH2:28][CH2:29][CH2:30][CH2:31][CH2:32][CH2:33][CH2:34][CH2:35][CH2:36][CH2:37][CH2:38][CH3:39])[O:40][CH2:41][CH2:42][CH2:43][CH2:44][CH2:45][CH2:46][CH2:47][CH2:48][CH2:49][CH2:50][CH2:51][CH2:52][CH2:53][CH2:54][CH2:55][CH2:56][CH2:57][CH3:58])[CH2:14][CH:15]([P:20](=[O:59])([O:40][CH2:41][CH2:42][CH2:43][CH2:44][CH2:45][CH2:46][CH2:47][CH2:48][CH2:49][CH2:50][CH2:51][CH2:52][CH2:53][CH2:54][CH2:55][CH2:10][CH2:8][CH3:9])[O:21][CH2:22][CH2:23][CH2:24][CH2:25][CH2:26][CH2:27][CH2:28][CH2:29][CH2:30][CH2:31][CH2:32][CH2:33][CH2:34][CH2:35][CH2:36][CH2:37][CH2:38][CH3:39])[CH2:16][CH2:17][CH2:18][CH3:19].